Dataset: Full USPTO retrosynthesis dataset with 1.9M reactions from patents (1976-2016). Task: Predict the reactants needed to synthesize the given product. (1) Given the product [N:52]1([CH2:51][C@@H:47]2[CH2:48][CH2:49][CH2:50][N:46]2[C:10]([C:9]2[CH:8]=[CH:7][C:6]([C:2]3[S:1][CH:5]=[CH:4][CH:3]=3)=[CH:14][CH:13]=2)=[O:12])[CH2:56][CH2:55][CH2:54][CH2:53]1, predict the reactants needed to synthesize it. The reactants are: [S:1]1[CH:5]=[CH:4][CH:3]=[C:2]1[C:6]1[CH:14]=[CH:13][C:9]([C:10]([OH:12])=O)=[CH:8][CH:7]=1.CCN=C=NCCCN(C)C.Cl.C1C=CC2N(O)N=NC=2C=1.CCN(C(C)C)C(C)C.[NH:46]1[CH2:50][CH2:49][CH2:48][C@H:47]1[CH2:51][N:52]1[CH2:56][CH2:55][CH2:54][CH2:53]1. (2) Given the product [Cl:30][C:31]1[CH:32]=[C:33]([C:34](=[O:35])[NH:36][CH3:37])[CH:38]=[CH:39][C:40]=1[N:41]([CH3:42])[C:16]([C:10]1[S:9][C:8]2[C:7]3[CH:19]=[C:3]([C:1]#[N:2])[CH:4]=[CH:5][C:6]=3[O:15][CH2:14][CH2:13][C:12]=2[CH:11]=1)=[O:18], predict the reactants needed to synthesize it. The reactants are: [C:1]([C:3]1[CH:4]=[CH:5][C:6]2[O:15][CH2:14][CH2:13][C:12]3[CH:11]=[C:10]([C:16]([OH:18])=O)[S:9][C:8]=3[C:7]=2[CH:19]=1)#[N:2].S(Cl)(Cl)=O.C(=O)([O-])[O-].[K+].[K+].[Cl:30][C:31]1[CH:32]=[C:33]([CH:38]=[CH:39][C:40]=1[NH:41][CH3:42])[C:34]([NH:36][CH3:37])=[O:35]. (3) Given the product [N+:1]([C:4]1[CH:12]=[C:11]2[C:7]([CH:8]=[N:9][N:10]2[CH2:16][O:17][CH2:18][CH2:19][Si:20]([CH3:23])([CH3:22])[CH3:21])=[CH:6][CH:5]=1)([O-:3])=[O:2], predict the reactants needed to synthesize it. The reactants are: [N+:1]([C:4]1[CH:12]=[C:11]2[C:7]([CH:8]=[N:9][NH:10]2)=[CH:6][CH:5]=1)([O-:3])=[O:2].[H-].[Na+].Cl[CH2:16][O:17][CH2:18][CH2:19][Si:20]([CH3:23])([CH3:22])[CH3:21].